From a dataset of Ames mutagenicity test results for genotoxicity prediction. Regression/Classification. Given a drug SMILES string, predict its toxicity properties. Task type varies by dataset: regression for continuous values (e.g., LD50, hERG inhibition percentage) or binary classification for toxic/non-toxic outcomes (e.g., AMES mutagenicity, cardiotoxicity, hepatotoxicity). Dataset: ames. (1) The compound is COc1cc2c(c3oc4cccc(O)c4c(=O)c13)[C@@H]1C=CO[C@H]1O2. The result is 1 (mutagenic). (2) The compound is C1CNCCN1. The result is 0 (non-mutagenic). (3) The drug is CSCCC(N)C(=O)O. The result is 0 (non-mutagenic). (4) The molecule is COC(=O)NN=Cc1c[n+]([O-])c2ccccc2[n+]1[O-]. The result is 1 (mutagenic). (5) The drug is O=[N+]([O-])c1ccc2cccc3c2c1C=C3. The result is 1 (mutagenic). (6) The result is 0 (non-mutagenic). The molecule is OCCCCO. (7) The drug is CCCCN(CCO)N=O. The result is 1 (mutagenic). (8) The compound is O=S(c1cc(Cl)cc(Cl)c1O)c1cc(Cl)cc(Cl)c1O. The result is 1 (mutagenic).